From a dataset of Reaction yield outcomes from USPTO patents with 853,638 reactions. Predict the reaction yield, written as a fraction of the theoretical maximum amount of product (1.0 means a 100% yield; for example, 0.34 means a 34% yield). (1) The reactants are [CH3:1][O:2][CH2:3][CH2:4][O:5][CH2:6][CH2:7][O:8][CH2:9][CH2:10][C:11]1[CH:16]=[CH:15][C:14]([N+:17]([O-])=O)=[CH:13][CH:12]=1. The catalyst is C(O)C.[Pd]. The product is [CH3:1][O:2][CH2:3][CH2:4][O:5][CH2:6][CH2:7][O:8][CH2:9][CH2:10][C:11]1[CH:16]=[CH:15][C:14]([NH2:17])=[CH:13][CH:12]=1. The yield is 0.980. (2) The catalyst is ClCCCl. The product is [CH:23]1[C:35]2[CH:34]([CH2:36][O:37][C:38]([N:40]3[CH:44]=[CH:43][C:42]([NH:45][C:46](=[O:72])[C:47]([C:49]4([NH:53][C:54](=[O:71])[CH:55]([NH:63][C:64]([O:66][C:67]([CH3:68])([CH3:70])[CH3:69])=[O:65])[CH2:56][C:57]5([F:62])[CH2:61][CH2:60][CH2:59][CH2:58]5)[CH2:50][CH2:51][CH2:52]4)=[O:48])=[N:41]3)=[O:39])[C:33]3[C:28](=[CH:29][CH:30]=[CH:31][CH:32]=3)[C:27]=2[CH:26]=[CH:25][CH:24]=1. The reactants are CC(OI1(OC(C)=O)(OC(C)=O)OC(=O)C2C=CC=CC1=2)=O.[CH:23]1[C:35]2[CH:34]([CH2:36][O:37][C:38]([N:40]3[CH:44]=[CH:43][C:42]([NH:45][C:46](=[O:72])[CH:47]([C:49]4([NH:53][C:54](=[O:71])[CH:55]([NH:63][C:64]([O:66][C:67]([CH3:70])([CH3:69])[CH3:68])=[O:65])[CH2:56][C:57]5([F:62])[CH2:61][CH2:60][CH2:59][CH2:58]5)[CH2:52][CH2:51][CH2:50]4)[OH:48])=[N:41]3)=[O:39])[C:33]3[C:28](=[CH:29][CH:30]=[CH:31][CH:32]=3)[C:27]=2[CH:26]=[CH:25][CH:24]=1. The yield is 0.790. (3) The reactants are [C:1]([O:7][CH2:8][CH3:9])(=[O:6])[CH2:2][C:3]([CH3:5])=O.[F:10][C:11]1[CH:18]=[CH:17][C:16]([Br:19])=[CH:15][C:12]=1[CH:13]=O.[NH4+:20].[OH-:21]. The catalyst is CCO.C(Cl)Cl. The product is [Br:19][C:16]1[CH:17]=[CH:18][C:11]([F:10])=[C:12]([CH:13]2[C:2]([C:1]([O:7][CH2:8][CH3:9])=[O:6])=[C:3]([CH3:5])[NH:20][C:3]([CH3:5])=[C:2]2[C:1]([O:7][CH2:8][CH3:9])=[O:21])[CH:15]=1. The yield is 0.470.